The task is: Predict the reactants needed to synthesize the given product.. This data is from Full USPTO retrosynthesis dataset with 1.9M reactions from patents (1976-2016). (1) The reactants are: [CH3:1][S:2]([NH:5][C:6]1[CH:11]=[CH:10][C:9]([C:12]2[N:13]=[C:14]3[C:20]4[CH:21]=[CH:22][CH:23]=[CH:24][C:19]=4[NH:18][C:17]4[N:25]=[CH:26][CH:27]=[CH:28][C:16]=4[N:15]3[C:29]=2[C:30]2[CH:35]=[CH:34][C:33]([C:36]3([NH:40]C(=O)OC(C)(C)C)[CH2:39][CH2:38][CH2:37]3)=[CH:32][CH:31]=2)=[CH:8][CH:7]=1)(=[O:4])=[O:3].[ClH:48].O1CCOCC1. Given the product [ClH:48].[ClH:48].[ClH:48].[NH2:40][C:36]1([C:33]2[CH:32]=[CH:31][C:30]([C:29]3[N:15]4[C:16]5[CH:28]=[CH:27][CH:26]=[N:25][C:17]=5[NH:18][C:19]5[CH:24]=[CH:23][CH:22]=[CH:21][C:20]=5[C:14]4=[N:13][C:12]=3[C:9]3[CH:8]=[CH:7][C:6]([NH:5][S:2]([CH3:1])(=[O:4])=[O:3])=[CH:11][CH:10]=3)=[CH:35][CH:34]=2)[CH2:39][CH2:38][CH2:37]1, predict the reactants needed to synthesize it. (2) Given the product [CH3:1][O:2][C:3](=[O:15])[C:4]1[C:5](=[C:10]([O:14][CH2:26][C:23]2[S:22][C:21]3[CH:20]=[CH:19][CH:18]=[C:17]([F:16])[C:25]=3[CH:24]=2)[CH:11]=[CH:12][CH:13]=1)[C:6]([O:8][CH3:9])=[O:7], predict the reactants needed to synthesize it. The reactants are: [CH3:1][O:2][C:3](=[O:15])[C:4]1[C:5](=[C:10]([OH:14])[CH:11]=[CH:12][CH:13]=1)[C:6]([O:8][CH3:9])=[O:7].[F:16][C:17]1[C:25]2[CH:24]=[C:23]([CH2:26]O)[S:22][C:21]=2[CH:20]=[CH:19][CH:18]=1.C1(P(C2C=CC=CC=2)C2C=CC=CC=2)C=CC=CC=1.N(C(OC(C)C)=O)=NC(OC(C)C)=O. (3) Given the product [CH3:5][N:6]1[CH:10]=[C:9]([CH3:11])[C:8]([C:12]([Cl:3])=[O:14])=[N:7]1, predict the reactants needed to synthesize it. The reactants are: S(Cl)([Cl:3])=O.[CH3:5][N:6]1[CH:10]=[C:9]([CH3:11])[C:8]([C:12]([OH:14])=O)=[N:7]1. (4) Given the product [CH3:17][C:18]1[C:19]([NH:1][CH:2]([C:6]2[CH:16]=[CH:15][C:9]([C:10]([O:12][CH2:13][CH3:14])=[O:11])=[CH:8][CH:7]=2)[CH2:3][CH2:4][CH3:5])=[N:20][C:21]2[C:26]([CH:27]=1)=[CH:25][CH:24]=[CH:23][CH:22]=2, predict the reactants needed to synthesize it. The reactants are: [NH2:1][CH:2]([C:6]1[CH:16]=[CH:15][C:9]([C:10]([O:12][CH2:13][CH3:14])=[O:11])=[CH:8][CH:7]=1)[CH2:3][CH2:4][CH3:5].[CH3:17][C:18]1[CH:19]=[N+:20]([O-])[C:21]2[C:26]([CH:27]=1)=[CH:25][CH:24]=[CH:23][CH:22]=2.C(N(C(C)C)CC)(C)C.F[P-](F)(F)(F)(F)F.Br[P+](N1CCCC1)(N1CCCC1)N1CCCC1. (5) Given the product [C:13]1([CH3:18])[CH:14]=[CH:15][CH:16]=[CH:17][C:12]=1[O:11][C@H:8]1[CH2:9][CH2:10][C@H:5]([C:3]([NH:20][NH2:21])=[O:2])[CH2:6][CH2:7]1, predict the reactants needed to synthesize it. The reactants are: C[O:2][C:3]([C@H:5]1[CH2:10][CH2:9][C@H:8]([O:11][C:12]2[CH:17]=[CH:16][CH:15]=[CH:14][C:13]=2[CH3:18])[CH2:7][CH2:6]1)=O.O.[NH2:20][NH2:21]. (6) Given the product [C:12]1([CH2:18][N:19]2[CH2:30][CH2:29][C:22]3([NH:27][CH2:26][CH2:25][O:24][CH2:23]3)[CH2:21][CH2:20]2)[CH:17]=[CH:16][CH:15]=[CH:14][CH:13]=1, predict the reactants needed to synthesize it. The reactants are: [H-].[H-].[H-].[H-].[Li+].[Al+3].C1COCC1.[C:12]1([CH2:18][N:19]2[CH2:30][CH2:29][C:22]3([NH:27][C:26](=O)[CH2:25][O:24][CH2:23]3)[CH2:21][CH2:20]2)[CH:17]=[CH:16][CH:15]=[CH:14][CH:13]=1.[OH-].[Na+]. (7) Given the product [F:21][C:19]1[CH:18]=[CH:17][C:16]([S:22]([CH3:25])(=[O:24])=[O:23])=[C:15]([C:4]2[CH:5]=[C:6]([N:8]3[CH2:13][CH2:12][O:11][CH2:10][C@@H:9]3[CH3:14])[N:7]=[C:2]([C:34]3[CH:40]=[CH:39][C:37]([NH2:38])=[CH:36][CH:35]=3)[N:3]=2)[CH:20]=1, predict the reactants needed to synthesize it. The reactants are: Cl[C:2]1[N:7]=[C:6]([N:8]2[CH2:13][CH2:12][O:11][CH2:10][C@@H:9]2[CH3:14])[CH:5]=[C:4]([C:15]2[CH:20]=[C:19]([F:21])[CH:18]=[CH:17][C:16]=2[S:22]([CH3:25])(=[O:24])=[O:23])[N:3]=1.CC1(C)C(C)(C)OB([C:34]2[CH:40]=[CH:39][C:37]([NH2:38])=[CH:36][CH:35]=2)O1.C(Cl)Cl.C([O-])([O-])=O.[Na+].[Na+]. (8) Given the product [CH3:3][O:4][C:5]1[C:6]2[N:11]=[C:12]([CH3:13])[S:14][C:7]=2[CH:8]=[CH:9][CH:10]=1, predict the reactants needed to synthesize it. The reactants are: [OH-].[Na+].[CH3:3][O:4][C:5]1[CH:10]=[CH:9][CH:8]=[CH:7][C:6]=1[NH:11][C:12](=[S:14])[CH3:13]. (9) Given the product [CH2:19]([O:26][C:27]1[CH:28]=[CH:29][C:30]([O:37][CH:41]([CH3:42])[CH2:40][O:39][CH3:38])=[C:31]([CH:36]=1)[C:32]([O:34][CH3:35])=[O:33])[C:20]1[CH:21]=[CH:22][CH:23]=[CH:24][CH:25]=1, predict the reactants needed to synthesize it. The reactants are: C1CCN(C(N=NC(N2CCCCC2)=O)=O)CC1.[CH2:19]([O:26][C:27]1[CH:28]=[CH:29][C:30]([OH:37])=[C:31]([CH:36]=1)[C:32]([O:34][CH3:35])=[O:33])[C:20]1[CH:25]=[CH:24][CH:23]=[CH:22][CH:21]=1.[CH3:38][O:39][CH2:40][CH:41](O)[CH3:42].C(P(CCCC)CCCC)CCC.